This data is from Full USPTO retrosynthesis dataset with 1.9M reactions from patents (1976-2016). The task is: Predict the reactants needed to synthesize the given product. (1) Given the product [OH:8][C:9]1[C:19]2[O:18][CH2:17][CH2:16][N:15]([C:20]([O:22][C:23]([CH3:26])([CH3:25])[CH3:24])=[O:21])[CH2:14][C:13]=2[CH:12]=[CH:11][CH:10]=1, predict the reactants needed to synthesize it. The reactants are: C1(C[O:8][C:9]2[C:19]3[O:18][CH2:17][CH2:16][N:15]([C:20]([O:22][C:23]([CH3:26])([CH3:25])[CH3:24])=[O:21])[CH2:14][C:13]=3[CH:12]=[CH:11][CH:10]=2)C=CC=CC=1. (2) Given the product [CH3:10][CH:8]([S:5]([NH:4][CH2:3][CH:2]([C:11]1[CH:12]=[CH:13][C:14]([CH2:17][CH2:18][NH:19][S:33]([CH:30]([CH3:32])[CH3:31])(=[O:35])=[O:34])=[CH:15][CH:16]=1)[CH3:1])(=[O:6])=[O:7])[CH3:9], predict the reactants needed to synthesize it. The reactants are: [CH3:1][CH:2]([C:11]1[CH:16]=[CH:15][C:14]([CH2:17][CH2:18][NH:19]C(OCC2C=CC=CC=2)=O)=[CH:13][CH:12]=1)[CH2:3][NH:4][S:5]([CH:8]([CH3:10])[CH3:9])(=[O:7])=[O:6].[CH:30]([S:33](Cl)(=[O:35])=[O:34])([CH3:32])[CH3:31].C1CCN2C(=NCCC2)CC1. (3) Given the product [OH:29][C:30]1[C:35]2[C:36](=[O:39])/[C:37](=[CH:27]/[C:4]3[C:5]4[C:6](=[N:7][CH:8]=[CH:9][C:10]=4[C:11]4[CH:16]=[CH:15][C:14]([C:17]([N:19]5[CH2:20][CH:21]6[O:26][CH:24]([CH2:23][CH2:22]6)[CH2:25]5)=[O:18])=[CH:13][CH:12]=4)[N:2]([CH3:1])[CH:3]=3)/[O:38][C:34]=2[CH:33]=[CH:32][CH:31]=1, predict the reactants needed to synthesize it. The reactants are: [CH3:1][N:2]1[C:6]2=[N:7][CH:8]=[CH:9][C:10]([C:11]3[CH:16]=[CH:15][C:14]([C:17]([N:19]4[CH2:25][CH:24]5[O:26][CH:21]([CH2:22][CH2:23]5)[CH2:20]4)=[O:18])=[CH:13][CH:12]=3)=[C:5]2[C:4]([CH:27]=O)=[CH:3]1.[OH:29][C:30]1[C:35]2[C:36](=[O:39])[CH2:37][O:38][C:34]=2[CH:33]=[CH:32][CH:31]=1.Cl. (4) Given the product [CH2:12]([NH:11][C:9](=[O:10])[C:8]([CH3:17])([C:5]1[CH:6]=[CH:7][C:2]([C:20]2[CH:21]=[CH:22][CH:23]=[C:18]([CH3:27])[CH:19]=2)=[CH:3][CH:4]=1)[CH3:16])[CH:13]([CH3:15])[CH3:14], predict the reactants needed to synthesize it. The reactants are: Br[C:2]1[CH:7]=[CH:6][C:5]([C:8]([CH3:17])([CH3:16])[C:9]([NH:11][CH2:12][CH:13]([CH3:15])[CH3:14])=[O:10])=[CH:4][CH:3]=1.[C:18]1([CH3:27])[CH:23]=[CH:22][CH:21]=[C:20](B(O)O)[CH:19]=1. (5) Given the product [NH2:15][C:11]1[CH:10]=[C:9]([C:3]([OH:8])([C:2]([F:1])([F:18])[F:19])[C:4]([F:5])([F:6])[F:7])[CH:14]=[CH:13][CH:12]=1, predict the reactants needed to synthesize it. The reactants are: [F:1][C:2]([F:19])([F:18])[C:3]([C:9]1[CH:14]=[CH:13][CH:12]=[C:11]([N+:15]([O-])=O)[CH:10]=1)([OH:8])[C:4]([F:7])([F:6])[F:5].C([O-])=O.[NH4+].